Dataset: Reaction yield outcomes from USPTO patents with 853,638 reactions. Task: Predict the reaction yield, written as a fraction of the theoretical maximum amount of product (1.0 means a 100% yield; for example, 0.34 means a 34% yield). (1) The reactants are C(OC(=O)[NH:7][C:8](=[N:48]C(OC(C)(C)C)=O)[N:9]1[CH2:14][CH2:13][CH:12]([CH2:15][NH:16][C:17](=[O:47])[CH2:18][NH:19][C:20](=[O:46])[C:21]2[CH:26]=[CH:25][C:24]([S:27](=[O:45])(=[O:44])[NH:28][C:29]3[CH:34]=[CH:33][CH:32]=[CH:31][C:30]=3[O:35][C:36]3[CH:41]=[CH:40][C:39]([Cl:42])=[CH:38][C:37]=3[Cl:43])=[CH:23][CH:22]=2)[CH2:11][CH2:10]1)(C)(C)C. The catalyst is C(OCC)(=O)C. The product is [ClH:42].[C:8]([N:9]1[CH2:10][CH2:11][CH:12]([CH2:15][NH:16][C:17]([CH2:18][NH:19][C:20](=[O:46])[C:21]2[CH:26]=[CH:25][C:24]([S:27](=[O:45])(=[O:44])[NH:28][C:29]3[CH:34]=[CH:33][CH:32]=[CH:31][C:30]=3[O:35][C:36]3[CH:41]=[CH:40][C:39]([Cl:42])=[CH:38][C:37]=3[Cl:43])=[CH:23][CH:22]=2)=[O:47])[CH2:13][CH2:14]1)(=[NH:7])[NH2:48]. The yield is 0.980. (2) The reactants are [Br:1][C:2]1[C:3]([C:7]2[CH:12]=[CH:11][C:10]([F:13])=[CH:9][CH:8]=2)=[N:4][NH:5][CH:6]=1.[H-].[Na+].I[CH2:17][CH:18]([CH3:20])[CH3:19].BrC1C(C2C=CC(F)=CC=2)=NN(CC(C)C)C=1. The catalyst is CN(C)C=O.CO.O.C(O)(=O)C. The product is [Br:1][C:2]1[CH:6]=[N:5][N:4]([CH2:17][CH:18]([CH3:20])[CH3:19])[C:3]=1[C:7]1[CH:8]=[CH:9][C:10]([F:13])=[CH:11][CH:12]=1. The yield is 0.130.